Predict the reactants needed to synthesize the given product. From a dataset of Full USPTO retrosynthesis dataset with 1.9M reactions from patents (1976-2016). (1) Given the product [Br:1][C:2]1[CH:3]=[C:4]([NH:8][CH:13]([C:12]2[CH:15]=[CH:16][CH:17]=[C:10]([Cl:9])[CH:11]=2)[C:22]#[N:23])[CH:5]=[N:6][CH:7]=1, predict the reactants needed to synthesize it. The reactants are: [Br:1][C:2]1[CH:3]=[C:4]([NH2:8])[CH:5]=[N:6][CH:7]=1.[Cl:9][C:10]1[CH:11]=[C:12]([CH:15]=[CH:16][CH:17]=1)[CH:13]=O.[Si]([C:22]#[N:23])(C)(C)C. (2) The reactants are: C([O:3][C:4]([CH:6]1[CH2:13][CH:12]2[C:14](=[O:15])[CH:8]([CH2:9][S:10][CH2:11]2)[CH2:7]1)=[O:5])C.O.[OH-].[Na+]. Given the product [O:15]=[C:14]1[CH:8]2[CH2:7][CH:6]([C:4]([OH:5])=[O:3])[CH2:13][CH:12]1[CH2:11][S:10][CH2:9]2, predict the reactants needed to synthesize it. (3) Given the product [S:25]1[C:26]2[CH:32]=[CH:31][CH:30]=[CH:29][C:27]=2[N:28]=[C:24]1[NH:23][C:13](=[O:15])/[C:12](/[C:4]1[CH:5]=[CH:6][C:7]([S:8]([CH3:11])(=[O:9])=[O:10])=[C:2]([Cl:1])[CH:3]=1)=[N:16]/[O:17][CH:18]1[CH2:22][CH2:21][CH2:20][CH2:19]1, predict the reactants needed to synthesize it. The reactants are: [Cl:1][C:2]1[CH:3]=[C:4](/[C:12](=[N:16]\[O:17][CH:18]2[CH2:22][CH2:21][CH2:20][CH2:19]2)/[C:13]([OH:15])=O)[CH:5]=[CH:6][C:7]=1[S:8]([CH3:11])(=[O:10])=[O:9].[NH2:23][C:24]1[S:25][C:26]2[CH:32]=[CH:31][CH:30]=[CH:29][C:27]=2[N:28]=1.C(N(CC)C(C)C)(C)C. (4) Given the product [F:1][C:2]1[CH:3]=[CH:4][C:5]([C:8]([OH:10])=[O:9])=[N:6][CH:7]=1.[Cl-:16].[Li+:15], predict the reactants needed to synthesize it. The reactants are: [F:1][C:2]1[CH:3]=[CH:4][C:5]([C:8]([O:10]CC)=[O:9])=[N:6][CH:7]=1.O.[OH-].[Li+:15].[ClH:16]. (5) Given the product [Cl:1][C:2]1[N:9]=[C:8]([CH:10]2[CH2:11][CH2:12][CH2:13][CH2:14]2)[CH:7]=[C:6]([C:15]2[CH:16]=[CH:17][C:18]([O:21][C:23]3[CH:24]=[CH:25][CH:26]=[CH:27][C:22]=3[CH3:31])=[CH:19][CH:20]=2)[C:3]=1[C:4]#[N:5], predict the reactants needed to synthesize it. The reactants are: [Cl:1][C:2]1[N:9]=[C:8]([CH:10]2[CH2:14][CH2:13][CH2:12][CH2:11]2)[CH:7]=[C:6]([C:15]2[CH:20]=[CH:19][C:18]([OH:21])=[CH:17][CH:16]=2)[C:3]=1[C:4]#[N:5].[C:22]1([CH3:31])[CH:27]=[CH:26][CH:25]=[CH:24][C:23]=1B(O)O. (6) The reactants are: [CH2:1]([OH:13])[CH2:2][CH2:3][CH2:4][CH2:5][CH2:6][CH2:7][CH2:8][CH2:9][CH2:10][CH2:11][CH3:12].[Cl:14][CH2:15][C:16](O)=[O:17].S(=O)(=O)(O)O. Given the product [Cl:14][CH2:15][C:16]([O:13][CH2:1][CH2:2][CH2:3][CH2:4][CH2:5][CH2:6][CH2:7][CH2:8][CH2:9][CH2:10][CH2:11][CH3:12])=[O:17], predict the reactants needed to synthesize it.